Dataset: Catalyst prediction with 721,799 reactions and 888 catalyst types from USPTO. Task: Predict which catalyst facilitates the given reaction. (1) Reactant: [I:1][C:2]1[CH:13]=[CH:12][C:5]([CH2:6][C@@H:7]([C:9]([NH2:11])=[O:10])[NH2:8])=[CH:4][CH:3]=1.[C:14]([O:18][C:19]([N:21]1[CH2:26][CH2:25][CH2:24][CH2:23][C@H:22]1[C:27](O)=[O:28])=[O:20])([CH3:17])([CH3:16])[CH3:15].F[B-](F)(F)F.N1(OC(N(C)C)=[N+](C)C)C2C=CC=CC=2N=N1. Product: [NH2:11][C:9](=[O:10])[C@@H:7]([NH:8][C:27]([C@@H:22]1[CH2:23][CH2:24][CH2:25][CH2:26][N:21]1[C:19]([O:18][C:14]([CH3:17])([CH3:16])[CH3:15])=[O:20])=[O:28])[CH2:6][C:5]1[CH:4]=[CH:3][C:2]([I:1])=[CH:13][CH:12]=1. The catalyst class is: 369. (2) Reactant: [C:1]([O:6][CH2:7][CH2:8][OH:9])(=[O:5])[C:2]([CH3:4])=[CH2:3].[CH3:10][N:11]([CH3:16])[C:12](=[O:15])[CH:13]=[CH2:14].[C:17]([OH:21])(=[O:20])[CH:18]=[CH2:19].N(C(C1NCCN=1)(C)C)=NC(C1NCCN=1)(C)C.SCCO. Product: [C:1]([O:6][CH2:7][CH2:8][OH:9])(=[O:5])[C:2]([CH3:4])=[CH2:3].[CH3:10][N:11]([CH3:16])[C:12](=[O:15])[CH:13]=[CH2:14].[C:17]([OH:21])(=[O:20])[CH:18]=[CH2:19]. The catalyst class is: 148. (3) Reactant: [NH:1]1[CH2:6][CH2:5][O:4][CH2:3][CH2:2]1.O1CCCC1.Cl[C:13]1[C:18]([N:19]2[CH:23]=[CH:22][CH:21]=[N:20]2)=[CH:17][C:16]([N+:24]([O-:26])=[O:25])=[CH:15][N:14]=1. Product: [O:4]1[CH2:5][CH2:6][N:1]([C:13]2[C:18]([N:19]3[CH:23]=[CH:22][CH:21]=[N:20]3)=[CH:17][C:16]([N+:24]([O-:26])=[O:25])=[CH:15][N:14]=2)[CH2:2][CH2:3]1. The catalyst class is: 6. (4) Reactant: [S:1]1[CH2:6][CH2:5][C:4](=O)[C:3](=[N:8]O)[CH2:2]1.C([O-])(=O)C.[NH4+:14].[F:15][C:16]1[CH:37]=[CH:36][CH:35]=[C:34]([F:38])[C:17]=1[C:18]([NH:20][C:21]1[C:22]([CH:32]=O)=[N:23][N:24](C2CCCCO2)[CH:25]=1)=[O:19]. Product: [F:38][C:34]1[CH:35]=[CH:36][CH:37]=[C:16]([F:15])[C:17]=1[C:18]([NH:20][C:21]1[C:22]([C:32]2[NH:14][C:4]3[CH2:5][CH2:6][S:1][CH2:2][C:3]=3[N:8]=2)=[N:23][NH:24][CH:25]=1)=[O:19]. The catalyst class is: 15. (5) Product: [Br:32][C:33]1[C:42]2[CH2:41][CH2:40][CH2:39][C:38]([OH:43])([C:11]3[S:12][C:8]([C:6]4[CH:7]=[C:2]([CH3:1])[CH:3]=[C:4]([NH:13][C:14]5[CH:19]=[C:18]([C:20]([F:23])([F:21])[F:22])[CH:17]=[CH:16][N:15]=5)[N:5]=4)=[CH:9][N:10]=3)[C:37]=2[CH:36]=[CH:35][C:34]=1[C:44]([O:46][CH3:47])=[O:45]. Reactant: [CH3:1][C:2]1[CH:7]=[C:6]([C:8]2[S:12][CH:11]=[N:10][CH:9]=2)[N:5]=[C:4]([NH:13][C:14]2[CH:19]=[C:18]([C:20]([F:23])([F:22])[F:21])[CH:17]=[CH:16][N:15]=2)[CH:3]=1.[Li+].CC([N-]C(C)C)C.[Br:32][C:33]1[C:42]2[CH2:41][CH2:40][CH2:39][C:38](=[O:43])[C:37]=2[CH:36]=[CH:35][C:34]=1[C:44]([O:46][CH3:47])=[O:45]. The catalyst class is: 1. (6) The catalyst class is: 92. Reactant: [F:1][C:2]1[CH:22]=[CH:21][CH:20]=[CH:19][C:3]=1[CH2:4][N:5]1[C:9]2=[N:10][CH:11]=[CH:12][CH:13]=[C:8]2[C:7]([C:14](OCC)=[O:15])=[N:6]1.O.[NH2:24][NH2:25]. Product: [F:1][C:2]1[CH:22]=[CH:21][CH:20]=[CH:19][C:3]=1[CH2:4][N:5]1[C:9]2=[N:10][CH:11]=[CH:12][CH:13]=[C:8]2[C:7]([C:14]([NH:24][NH2:25])=[O:15])=[N:6]1.